This data is from Full USPTO retrosynthesis dataset with 1.9M reactions from patents (1976-2016). The task is: Predict the reactants needed to synthesize the given product. (1) Given the product [CH3:28][O:27][C:20](=[O:26])[CH2:21][C:22]1[C:11]([C:13]2[CH:18]=[CH:17][C:16]([F:19])=[CH:15][CH:14]=2)=[C:3]2[C:4]3[CH2:10][CH2:9][CH2:8][CH2:7][C:5]=3[S:6][C:2]2=[N:1][C:23]=1[CH3:25], predict the reactants needed to synthesize it. The reactants are: [NH2:1][C:2]1[S:6][C:5]2[CH2:7][CH2:8][CH2:9][CH2:10][C:4]=2[C:3]=1[C:11]([C:13]1[CH:18]=[CH:17][C:16]([F:19])=[CH:15][CH:14]=1)=O.[C:20]([O:27][CH3:28])(=[O:26])[CH2:21][CH2:22][C:23]([CH3:25])=O.Cl[Si](C)(C)C. (2) Given the product [CH3:1][O:2][C:3]([C:5]1[CH:10]=[C:9]([Br:11])[C:8](=[O:12])[N:7]([C@@H:13]([C:15]2[CH:16]=[CH:17][CH:18]=[CH:19][CH:20]=2)[CH3:14])[C:6]=1[CH2:21][Br:22])=[O:4], predict the reactants needed to synthesize it. The reactants are: [CH3:1][O:2][C:3]([C:5]1[CH:10]=[C:9]([Br:11])[C:8](=[O:12])[N:7]([C@@H:13]([C:15]2[CH:20]=[CH:19][CH:18]=[CH:17][CH:16]=2)[CH3:14])[C:6]=1[CH3:21])=[O:4].[Br:22]N1C(=O)CCC1=O.C(OOC(=O)C1C=CC=CC=1)(=O)C1C=CC=CC=1. (3) Given the product [N+:16]([C:19]1[CH:37]=[CH:36][C:22]([CH2:23][O:24][C:25]([C:27]2[N:28]3[C@H:31]([S:32][CH:33]=2)[C:30]([CH:11]([O:12][C:38](=[O:40])[CH3:39])[C:9]2[N:10]=[C:4]4[CH2:3][N:2]([CH3:1])[CH2:7][CH2:6][N:5]4[CH:8]=2)([Br:34])[C:29]3=[O:35])=[O:26])=[CH:21][CH:20]=1)([O-:18])=[O:17], predict the reactants needed to synthesize it. The reactants are: [CH3:1][N:2]1[CH2:7][CH2:6][N:5]2[CH:8]=[C:9]([CH:11]=[O:12])[N:10]=[C:4]2[CH2:3]1.[Mg+2].[Br-].[Br-].[N+:16]([C:19]1[CH:37]=[CH:36][C:22]([CH2:23][O:24][C:25]([C:27]2[N:28]3[C@H:31]([S:32][CH:33]=2)[C@@H:30]([Br:34])[C:29]3=[O:35])=[O:26])=[CH:21][CH:20]=1)([O-:18])=[O:17].[C:38](OC(=O)C)(=[O:40])[CH3:39]. (4) Given the product [CH2:19]([S:18][C:2]1[CH:17]=[CH:16][C:5]([C:6]([NH:8][C:9]2[CH:14]=[CH:13][C:12]([F:15])=[CH:11][CH:10]=2)=[O:7])=[CH:4][N:3]=1)[CH3:20], predict the reactants needed to synthesize it. The reactants are: Cl[C:2]1[CH:17]=[CH:16][C:5]([C:6]([NH:8][C:9]2[CH:14]=[CH:13][C:12]([F:15])=[CH:11][CH:10]=2)=[O:7])=[CH:4][N:3]=1.[S-:18][CH2:19][CH3:20].[Na+]. (5) Given the product [CH2:27]([O:26][C:23]1[CH:22]=[CH:21][C:20]([C:17]2[CH:18]=[CH:19][C:14]([C:5]3[CH:4]=[C:3]([OH:2])[N:7]([C:8]4[CH:13]=[CH:12][CH:11]=[CH:10][N:9]=4)[N:6]=3)=[CH:15][CH:16]=2)=[CH:25][CH:24]=1)[C:28]1[CH:29]=[CH:30][CH:31]=[CH:32][CH:33]=1, predict the reactants needed to synthesize it. The reactants are: C(=O)(OC(C)(C)C)[O:2][C:3]1[N:7]([C:8]2[CH:13]=[CH:12][CH:11]=[CH:10][N:9]=2)[N:6]=[C:5]([C:14]2[CH:19]=[CH:18][C:17]([C:20]3[CH:25]=[CH:24][C:23]([O:26][CH2:27][C:28]4[CH:33]=[CH:32][CH:31]=[CH:30][CH:29]=4)=[CH:22][CH:21]=3)=[CH:16][CH:15]=2)[CH:4]=1.C(=O)(OC(C)(C)C)OC1N(C2C=CC=CN=2)N=C(C2C=CC(C3C=CC=CC=3)=CC=2)C=1. (6) Given the product [C:16]([C:4]1[CH:3]=[C:2]([NH:42][CH2:43][C:44]([NH:46][CH:47]2[CH2:50][N:49]([C:51]([O:53][C:54]([CH3:57])([CH3:56])[CH3:55])=[O:52])[CH2:48]2)=[O:45])[C:11]2[C:6](=[CH:7][CH:8]=[C:9]([C:12]([F:15])([F:14])[F:13])[CH:10]=2)[N:5]=1)#[N:17], predict the reactants needed to synthesize it. The reactants are: O[C:2]1[C:11]2[C:6](=[CH:7][CH:8]=[C:9]([C:12]([F:15])([F:14])[F:13])[CH:10]=2)[N:5]=[C:4]([C:16]#[N:17])[CH:3]=1.C1CN([P+](Br)(N2CCCC2)N2CCCC2)CC1.F[P-](F)(F)(F)(F)F.[NH2:42][CH2:43][C:44]([NH:46][CH:47]1[CH2:50][N:49]([C:51]([O:53][C:54]([CH3:57])([CH3:56])[CH3:55])=[O:52])[CH2:48]1)=[O:45]. (7) Given the product [NH2:20][C:9]1[C:10]([C:11]2[N:12]=[CH:13][N:14]=[C:15]([N:21]3[CH2:29][CH2:28][CH2:27][CH:23]([C:24]([NH2:26])=[O:25])[CH2:22]3)[CH:16]=2)=[C:5]2[N:4]=[CH:3][C:2]([CH3:1])=[CH:7][N:6]2[N:8]=1, predict the reactants needed to synthesize it. The reactants are: [CH3:1][C:2]1[CH:3]=[N:4][C:5]2[N:6]([N:8]=[C:9]([NH2:20])[C:10]=2[C:11]2[CH:16]=[C:15](S(C)=O)[N:14]=[CH:13][N:12]=2)[CH:7]=1.[NH:21]1[CH2:29][CH2:28][CH2:27][CH:23]([C:24]([NH2:26])=[O:25])[CH2:22]1. (8) Given the product [OH:4][C:5]1[CH:10]=[CH:9][C:8]([CH:11]=[O:12])=[C:7]([N+:13]([O-:15])=[O:14])[C:6]=1[O:16][CH3:17], predict the reactants needed to synthesize it. The reactants are: C([O:4][C:5]1[CH:10]=[CH:9][C:8]([CH:11]=[O:12])=[C:7]([N+:13]([O-:15])=[O:14])[C:6]=1[O:16][CH3:17])(=O)C.C(=O)([O-])[O-].[K+].[K+].O.Cl. (9) Given the product [CH2:25]([O:27][C:28](=[O:34])/[CH:29]=[CH:30]/[C:31]([N:6]1[C:5]2[CH:16]=[CH:17][C:2]([Cl:1])=[CH:3][C:4]=2[O:9][CH:8]([C:10]2[CH:15]=[CH:14][CH:13]=[CH:12][CH:11]=2)[CH2:7]1)=[O:32])[CH3:26], predict the reactants needed to synthesize it. The reactants are: [Cl:1][C:2]1[CH:17]=[CH:16][C:5]2[NH:6][CH2:7][CH:8]([C:10]3[CH:15]=[CH:14][CH:13]=[CH:12][CH:11]=3)[O:9][C:4]=2[CH:3]=1.C(N(CC)CC)C.[CH2:25]([O:27][C:28](=[O:34])/[CH:29]=[CH:30]/[C:31](Cl)=[O:32])[CH3:26].O.